This data is from Retrosynthesis with 50K atom-mapped reactions and 10 reaction types from USPTO. The task is: Predict the reactants needed to synthesize the given product. (1) Given the product CCNC(=O)OC(C1CCCCC1)C(CCN1CCN(c2ccccc2OC)CC1)c1ccccc1F, predict the reactants needed to synthesize it. The reactants are: CCN=C=O.COc1ccccc1N1CCN(CCC(c2ccccc2F)C(O)C2CCCCC2)CC1. (2) Given the product BrCc1cc(Br)ccc1I, predict the reactants needed to synthesize it. The reactants are: Cc1cc(Br)ccc1I.O=C1CCC(=O)N1Br. (3) Given the product COc1cc2c(Cl)cnnc2cc1OCc1ccncc1, predict the reactants needed to synthesize it. The reactants are: COc1cc2c(Cl)cnnc2cc1O.OCc1ccncc1. (4) Given the product CC(C)c1nc2ccc(Cl)cc2c(-c2cccc(OC(F)(F)F)c2)c1C(=O)O, predict the reactants needed to synthesize it. The reactants are: COC(=O)c1c(C(C)C)nc2ccc(Cl)cc2c1-c1cccc(OC(F)(F)F)c1. (5) Given the product CCOP(=O)(CNC(=O)c1nc2c(N)ncnc2n1CCc1ccccc1)OCC, predict the reactants needed to synthesize it. The reactants are: CCOP(=O)(CN)OCC.COC(=O)c1nc2c(N)ncnc2n1CCc1ccccc1. (6) Given the product Cc1cc(Cl)ccc1OCc1ccccc1C(O)c1nccn1C, predict the reactants needed to synthesize it. The reactants are: Cc1cc(Cl)ccc1OCc1ccccc1C(=O)c1nccn1C. (7) Given the product CC(=O)NCC(=O)NNC(=O)c1ccc([N+](=O)[O-])cn1, predict the reactants needed to synthesize it. The reactants are: CC(=O)NCC(=O)O.NNC(=O)c1ccc([N+](=O)[O-])cn1.